This data is from Peptide-MHC class II binding affinity with 134,281 pairs from IEDB. The task is: Regression. Given a peptide amino acid sequence and an MHC pseudo amino acid sequence, predict their binding affinity value. This is MHC class II binding data. (1) The peptide sequence is PQIIKEAINRRLRTAVLA. The MHC is DRB1_0101 with pseudo-sequence DRB1_0101. The binding affinity (normalized) is 0.553. (2) The peptide sequence is KGDEQKLRSAGELEL. The MHC is DRB1_1501 with pseudo-sequence DRB1_1501. The binding affinity (normalized) is 0.108. (3) The binding affinity (normalized) is 0.801. The peptide sequence is YDKFLANVSTVLTGL. The MHC is DRB1_0404 with pseudo-sequence DRB1_0404. (4) The peptide sequence is GVLQIVDKIDAAFKI. The MHC is DRB1_0701 with pseudo-sequence DRB1_0701. The binding affinity (normalized) is 0.790. (5) The peptide sequence is GVFHELPSLCRVNNS. The MHC is DRB1_0101 with pseudo-sequence DRB1_0101. The binding affinity (normalized) is 0.971. (6) The peptide sequence is PKYVKQNTLKLAT. The MHC is DRB1_0901 with pseudo-sequence DRB1_0901. The binding affinity (normalized) is 0.479.